Dataset: Aqueous solubility values for 9,982 compounds from the AqSolDB database. Task: Regression/Classification. Given a drug SMILES string, predict its absorption, distribution, metabolism, or excretion properties. Task type varies by dataset: regression for continuous measurements (e.g., permeability, clearance, half-life) or binary classification for categorical outcomes (e.g., BBB penetration, CYP inhibition). For this dataset (solubility_aqsoldb), we predict Y. (1) The compound is CCN(CC)C(=O)COC(=O)c1ccccc1O. The Y is -2.56 log mol/L. (2) The molecule is Cc1c(Cl)ccc(OC(C)C(=O)Nc2ccccc2)c1Cl. The Y is -7.01 log mol/L. (3) The molecule is CCS(=O)(=O)NS(=O)(=O)CC. The Y is 0.541 log mol/L. (4) The molecule is OCC(F)(F)F. The Y is 1.000 log mol/L. (5) The compound is CCC(=O)OC/C=C(C)/C=C/C=C(C)/C=C/C1=C(C)CCCC1(C)C. The Y is -7.53 log mol/L.